This data is from Reaction yield outcomes from USPTO patents with 853,638 reactions. The task is: Predict the reaction yield, written as a fraction of the theoretical maximum amount of product (1.0 means a 100% yield; for example, 0.34 means a 34% yield). The reactants are Cl.C(O[C:5]([C:7]1[CH:8]=[C:9]2[C:13](=[CH:14][CH:15]=1)[NH:12][N:11]=[C:10]2[C:16]1[CH:21]=[CH:20][C:19]([F:22])=[CH:18][CH:17]=1)=[NH:6])C.C([N:25](CC)CC)C.[C:30]([NH:35]N)(=O)[CH2:31][CH2:32][CH3:33]. The product is [F:22][C:19]1[CH:18]=[CH:17][C:16]([C:10]2[C:9]3[C:13](=[CH:14][CH:15]=[C:7]([C:5]4[NH:25][C:30]([CH2:31][CH2:32][CH3:33])=[N:35][N:6]=4)[CH:8]=3)[NH:12][N:11]=2)=[CH:21][CH:20]=1. The yield is 0.0800. No catalyst specified.